From a dataset of Experimentally validated miRNA-target interactions with 360,000+ pairs, plus equal number of negative samples. Binary Classification. Given a miRNA mature sequence and a target amino acid sequence, predict their likelihood of interaction. (1) The miRNA is hsa-miR-4692 with sequence UCAGGCAGUGUGGGUAUCAGAU. The protein sequence of the target gene is MGWRPRRARGTPLLLLLLLLLLWPVPGAGVLQGHIPGQPVTPHWVLDGQPWRTVSLEEPVSKPDMGLVALEAEGQELLLELEKNHRLLAPGYIETHYGPDGQPVVLAPNHTDHCHYQGRVRGFPDSWVVLCTCSGMSGLITLSRNASYYLRPWPPRGSKDFSTHEIFRMEQLLTWKGTCGHRDPGNKAGMTSLPGGPQSRGRREARRTRKYLELYIVADHTLFLTRHRNLNHTKQRLLEVANYVDQLLRTLDIQVALTGLEVWTERDRSRVTQDANATLWAFLQWRRGLWAQRPHDSAQL.... Result: 0 (no interaction). (2) The miRNA is ssc-miR-34c with sequence AGGCAGUGUAGUUAGCUGAUUGC. The protein sequence of the target gene is MSYQGKKNIPRITSDRLLIKGGKIVNDDQSFYADIYMEDGLIKQIGENLIVPGGVKTIEAHSRMVIPGGIDVHTRFQMPDQGMTSADDFFQGTKAALAGGTTMIIDHVVPEPGTSLLAAFDQWREWADSKSCCDYSLHVDITEWHKGIQEEMEALVKDHGVNSFLVYMAFKDRFQLTDSQIYEVLSVIRDIGAIAQVHAENGDIIAEEQQRILDLGITGPEGHVLSRPEEVEAEAVNRSITIANQTNCPLYVTKVMSKSAAEVIAQARKKGTVVYGEPITASLGTDGSHYWSKNWAKAAA.... Result: 0 (no interaction).